Regression. Given two drug SMILES strings and cell line genomic features, predict the synergy score measuring deviation from expected non-interaction effect. From a dataset of NCI-60 drug combinations with 297,098 pairs across 59 cell lines. (1) Drug 1: C1=NC(=NC(=O)N1C2C(C(C(O2)CO)O)O)N. Drug 2: C1CN1C2=NC(=NC(=N2)N3CC3)N4CC4. Cell line: SW-620. Synergy scores: CSS=46.0, Synergy_ZIP=-3.61, Synergy_Bliss=-4.06, Synergy_Loewe=-9.92, Synergy_HSA=1.07. (2) Drug 1: CC12CCC3C(C1CCC2=O)CC(=C)C4=CC(=O)C=CC34C. Drug 2: CC(C)CN1C=NC2=C1C3=CC=CC=C3N=C2N. Cell line: SK-OV-3. Synergy scores: CSS=25.6, Synergy_ZIP=1.30, Synergy_Bliss=1.64, Synergy_Loewe=0.625, Synergy_HSA=0.346. (3) Drug 1: CC12CCC3C(C1CCC2=O)CC(=C)C4=CC(=O)C=CC34C. Drug 2: C1CCC(C(C1)N)N.C(=O)(C(=O)[O-])[O-].[Pt+4]. Cell line: MDA-MB-231. Synergy scores: CSS=58.1, Synergy_ZIP=-1.54, Synergy_Bliss=-2.77, Synergy_Loewe=-2.07, Synergy_HSA=-1.97. (4) Drug 1: C1=C(C(=O)NC(=O)N1)N(CCCl)CCCl. Drug 2: CC(C)(C#N)C1=CC(=CC(=C1)CN2C=NC=N2)C(C)(C)C#N. Cell line: NCI-H322M. Synergy scores: CSS=-4.07, Synergy_ZIP=0.175, Synergy_Bliss=-3.91, Synergy_Loewe=-7.01, Synergy_HSA=-5.67. (5) Drug 1: C1=CC(=CC=C1CCCC(=O)O)N(CCCl)CCCl. Drug 2: CN(CCCl)CCCl.Cl. Cell line: SK-MEL-2. Synergy scores: CSS=7.04, Synergy_ZIP=-1.81, Synergy_Bliss=0.909, Synergy_Loewe=-4.07, Synergy_HSA=-3.88. (6) Drug 1: C1=NC2=C(N=C(N=C2N1C3C(C(C(O3)CO)O)F)Cl)N. Drug 2: C1CN(P(=O)(OC1)NCCCl)CCCl. Cell line: HT29. Synergy scores: CSS=-5.77, Synergy_ZIP=5.36, Synergy_Bliss=2.84, Synergy_Loewe=-5.32, Synergy_HSA=-4.66. (7) Synergy scores: CSS=7.26, Synergy_ZIP=7.81, Synergy_Bliss=4.68, Synergy_Loewe=-2.78, Synergy_HSA=-1.51. Cell line: HCT-15. Drug 2: CCN(CC)CCCC(C)NC1=C2C=C(C=CC2=NC3=C1C=CC(=C3)Cl)OC. Drug 1: CCC(=C(C1=CC=CC=C1)C2=CC=C(C=C2)OCCN(C)C)C3=CC=CC=C3.C(C(=O)O)C(CC(=O)O)(C(=O)O)O.